Dataset: Catalyst prediction with 721,799 reactions and 888 catalyst types from USPTO. Task: Predict which catalyst facilitates the given reaction. (1) Reactant: N#N.[CH3:3][C:4]1[CH:9]=[CH:8][N:7]=[C:6]([C:10]2[CH:15]=[C:14]([CH3:16])[CH:13]=[CH:12][N:11]=2)[CH:5]=1.C([N-]C(C)C)(C)C.[Li+].[Br:25][CH:26](Br)[CH2:27][CH2:28][CH2:29][CH2:30][CH2:31][CH2:32][CH2:33][CH2:34][CH3:35]. Product: [Br:25][CH2:26][CH2:27][CH2:28][CH2:29][CH2:30][CH2:31][CH2:32][CH2:33][CH2:34][CH2:35][CH2:3][C:4]1[CH:9]=[CH:8][N:7]=[C:6]([C:10]2[CH:15]=[C:14]([CH3:16])[CH:13]=[CH:12][N:11]=2)[CH:5]=1. The catalyst class is: 7. (2) Reactant: [OH:1][CH2:2][C:3]1[CH:4]=[C:5]2[C:9](=[CH:10][CH:11]=1)[C@H:8]([NH:12][C:13](=[O:36])[CH2:14][CH:15]([C:30]1[CH:35]=[CH:34][CH:33]=[CH:32][CH:31]=1)[CH2:16][S:17]([C:20]1[CH:29]=[CH:28][C:27]3[C:22](=[CH:23][CH:24]=[CH:25][CH:26]=3)[CH:21]=1)(=[O:19])=[O:18])[CH2:7][CH2:6]2.CN(C)C=O. Product: [CH:2]([C:3]1[CH:4]=[C:5]2[C:9](=[CH:10][CH:11]=1)[C@H:8]([NH:12][C:13](=[O:36])[CH2:14][CH:15]([C:30]1[CH:35]=[CH:34][CH:33]=[CH:32][CH:31]=1)[CH2:16][S:17]([C:20]1[CH:29]=[CH:28][C:27]3[C:22](=[CH:23][CH:24]=[CH:25][CH:26]=3)[CH:21]=1)(=[O:19])=[O:18])[CH2:7][CH2:6]2)=[O:1]. The catalyst class is: 742. (3) Reactant: [C:1]1([C:11]([N:13]2[CH2:18][CH2:17][CH2:16][CH2:15][C@H:14]2[C:19]([OH:21])=[O:20])=[O:12])[C:10]2[C:5](=[CH:6][CH:7]=[CH:8][CH:9]=2)[CH:4]=[CH:3][N:2]=1.[C:22](OC(=O)CC(N)C(O)CF)(C)(C)C.C1C=CC2N(O)N=NC=2C=1.C(Cl)CCl. Product: [CH3:22][O:20][C:19]([C@@H:14]1[CH2:15][CH2:16][CH2:17][CH2:18][N:13]1[C:11]([C:1]1[C:10]2[C:5](=[CH:6][CH:7]=[CH:8][CH:9]=2)[CH:4]=[CH:3][N:2]=1)=[O:12])=[O:21]. The catalyst class is: 251. (4) Reactant: [CH3:1][N:2]([CH2:4][CH:5]1[CH2:14][CH2:13][C:12]2[C:7](=[CH:8][CH:9]=[C:10]([OH:15])[CH:11]=2)[CH2:6]1)[CH3:3].Cl[CH2:17][C:18]1[O:19][C:20]([C:23]2[CH:28]=[CH:27][CH:26]=[CH:25][CH:24]=2)=[N:21][N:22]=1.C(=O)([O-])[O-].[K+].[K+]. Product: [CH3:3][N:2]([CH2:4][CH:5]1[CH2:14][CH2:13][C:12]2[C:7](=[CH:8][CH:9]=[C:10]([O:15][CH2:17][C:18]3[O:19][C:20]([C:23]4[CH:24]=[CH:25][CH:26]=[CH:27][CH:28]=4)=[N:21][N:22]=3)[CH:11]=2)[CH2:6]1)[CH3:1]. The catalyst class is: 18. (5) Reactant: F[C:2](F)(F)[C:3]([OH:5])=O.[F:8][C:9]([F:32])([F:31])[C:10]1[CH:11]=[C:12]([CH:24]=[C:25]([C:27]([F:30])([F:29])[F:28])[CH:26]=1)[CH2:13][NH:14][C:15]([C:17]1([CH3:23])[CH2:22][CH2:21][NH:20][CH2:19][CH2:18]1)=[O:16]. Product: [F:32][C:9]([F:31])([F:8])[C:10]1[CH:11]=[C:12]([CH:24]=[C:25]([C:27]([F:30])([F:29])[F:28])[CH:26]=1)[CH2:13][NH:14][C:15]([C:17]1([CH3:23])[CH2:18][CH2:19][N:20]([CH2:9][CH:10]2[CH2:2][CH2:3][O:5][CH2:25][CH2:26]2)[CH2:21][CH2:22]1)=[O:16]. The catalyst class is: 2. (6) Reactant: [F:1][C:2]1[CH:10]=[CH:9][C:5]([C:6](O)=O)=[CH:4][CH:3]=1.[CH2:11]([SH:18])[C:12]1[CH:17]=[CH:16][CH:15]=[CH:14][CH:13]=1.P12(SP3(SP(SP(S3)(S1)=S)(=S)S2)=S)=[S:20]. Product: [CH2:11]([S:18][C:6](=[S:20])[C:5]1[CH:9]=[CH:10][C:2]([F:1])=[CH:3][CH:4]=1)[C:12]1[CH:17]=[CH:16][CH:15]=[CH:14][CH:13]=1. The catalyst class is: 11. (7) Reactant: [C:1]1([S:7]([NH:10][C:11]2[CH:20]=[CH:19][C:18]3[N:17]=[CH:16][CH:15]=[CH:14][C:13]=3[C:12]=2[C:21]([O:23]C)=[O:22])(=[O:9])=[O:8])[CH:6]=[CH:5][CH:4]=[CH:3][CH:2]=1.[OH-].[Na+]. Product: [C:1]1([S:7]([NH:10][C:11]2[CH:20]=[CH:19][C:18]3[N:17]=[CH:16][CH:15]=[CH:14][C:13]=3[C:12]=2[C:21]([OH:23])=[O:22])(=[O:9])=[O:8])[CH:2]=[CH:3][CH:4]=[CH:5][CH:6]=1. The catalyst class is: 5. (8) Reactant: [O:1]1[C:5]2[CH:6]=[CH:7][C:8]([CH2:10][CH:11]3[CH2:16][N:15]([C:17]4[C:26]5[C:21](=[CH:22][CH:23]=[C:24]([O:27][CH3:28])[CH:25]=5)[CH:20]=[CH:19][N:18]=4)[CH2:14][CH2:13][N:12]3C(OC(C)(C)C)=O)=[CH:9][C:4]=2[O:3][CH2:2]1.C(=O)([O-])O.[Na+]. Product: [O:1]1[C:5]2[CH:6]=[CH:7][C:8]([CH2:10][CH:11]3[NH:12][CH2:13][CH2:14][N:15]([C:17]4[C:26]5[C:21](=[CH:22][CH:23]=[C:24]([O:27][CH3:28])[CH:25]=5)[CH:20]=[CH:19][N:18]=4)[CH2:16]3)=[CH:9][C:4]=2[O:3][CH2:2]1. The catalyst class is: 89.